Dataset: Reaction yield outcomes from USPTO patents with 853,638 reactions. Task: Predict the reaction yield, written as a fraction of the theoretical maximum amount of product (1.0 means a 100% yield; for example, 0.34 means a 34% yield). (1) The reactants are [CH3:1][C:2]1[C:7]([O:8][C:9]2[C:10]([C:22]#[N:23])=[N:11][CH:12]=[C:13]([S:15][C:16]3[CH:21]=[CH:20][CH:19]=[CH:18][N:17]=3)[CH:14]=2)=[CH:6][CH:5]=[CH:4][N:3]=1.[OH:24]S(O)(=O)=O. No catalyst specified. The product is [CH3:1][C:2]1[C:7]([O:8][C:9]2[C:10]([C:22]([NH2:23])=[O:24])=[N:11][CH:12]=[C:13]([S:15][C:16]3[CH:21]=[CH:20][CH:19]=[CH:18][N:17]=3)[CH:14]=2)=[CH:6][CH:5]=[CH:4][N:3]=1. The yield is 0.960. (2) The reactants are CO[C:3](=[O:24])[C:4]1[CH:9]=[CH:8][C:7]([O:10][CH2:11][C:12]2[C:13]([C:18]3[CH:19]=[N:20][CH:21]=[CH:22][CH:23]=3)=[N:14][O:15][C:16]=2[CH3:17])=[N:6][CH:5]=1.COC(=O)C1C=CC(OCC2C(C3C=CC=C(F)C=3)=NOC=2C)=NC=1.[CH:50]1([NH2:53])[CH2:52][CH2:51]1. No catalyst specified. The product is [CH:50]1([NH:53][C:3](=[O:24])[C:4]2[CH:9]=[CH:8][C:7]([O:10][CH2:11][C:12]3[C:13]([C:18]4[CH:19]=[N:20][CH:21]=[CH:22][CH:23]=4)=[N:14][O:15][C:16]=3[CH3:17])=[N:6][CH:5]=2)[CH2:52][CH2:51]1. The yield is 0.830. (3) The reactants are [CH3:1][C:2]1[N:3]=[C:4]([CH2:7][N:8]2[C:16]3[C:11](=[C:12]([N+:17]([O-])=O)[CH:13]=[CH:14][CH:15]=3)[C:10]([CH:20]=[CH2:21])=[N:9]2)[S:5][CH:6]=1. The catalyst is C(O)C.[OH-].[OH-].[Pd+2]. The product is [CH2:20]([C:10]1[C:11]2[C:12]([NH2:17])=[CH:13][CH:14]=[CH:15][C:16]=2[N:8]([CH2:7][C:4]2[S:5][CH:6]=[C:2]([CH3:1])[N:3]=2)[N:9]=1)[CH3:21]. The yield is 0.830. (4) The reactants are Cl[C:2]1[N:7]=[C:6]([C:8]2[N:12]3[CH:13]=[CH:14][CH:15]=[CH:16][C:11]3=[N:10][C:9]=2[C:17]2[CH:18]=[CH:19][C:20]([O:34][CH3:35])=[C:21]([CH:33]=2)[C:22]([NH:24][C:25]2[C:30]([F:31])=[CH:29][CH:28]=[CH:27][C:26]=2[F:32])=[O:23])[CH:5]=[CH:4][N:3]=1.[CH3:36][C:37]1[C:38]([CH:46]2[CH2:51][CH2:50][N:49]([CH2:52][CH2:53][S:54]([CH3:57])(=[O:56])=[O:55])[CH2:48][CH2:47]2)=[CH:39][C:40]([O:44][CH3:45])=[C:41]([CH:43]=1)[NH2:42].C1(C)C=CC(S(O)(=O)=O)=CC=1.C(O)C(F)(F)F.C[O-].[Na+]. The catalyst is C(Cl)Cl. The product is [F:32][C:26]1[CH:27]=[CH:28][CH:29]=[C:30]([F:31])[C:25]=1[NH:24][C:22](=[O:23])[C:21]1[CH:33]=[C:17]([C:9]2[N:10]=[C:11]3[CH:16]=[CH:15][CH:14]=[CH:13][N:12]3[C:8]=2[C:6]2[CH:5]=[CH:4][N:3]=[C:2]([NH:42][C:41]3[CH:43]=[C:37]([CH3:36])[C:38]([CH:46]4[CH2:47][CH2:48][N:49]([CH2:52][CH2:53][S:54]([CH3:57])(=[O:56])=[O:55])[CH2:50][CH2:51]4)=[CH:39][C:40]=3[O:44][CH3:45])[N:7]=2)[CH:18]=[CH:19][C:20]=1[O:34][CH3:35]. The yield is 0.400. (5) The reactants are [Si:1]([O:8][C:9]1[CH:14]=[CH:13][C:12]([C:15]2[N:16]=[C:17]([C:22]3[C:31]4[C:26](=[CH:27][CH:28]=[CH:29][CH:30]=4)[CH:25]=[CH:24][CH:23]=3)[C:18]([NH2:21])=[N:19][CH:20]=2)=[CH:11][CH:10]=1)([C:4]([CH3:7])([CH3:6])[CH3:5])([CH3:3])[CH3:2].[Si:32]([O:39][C:40]1[CH:45]=[CH:44][C:43]([CH2:46][C:47](Cl)=[O:48])=[CH:42][CH:41]=1)([C:35]([CH3:38])([CH3:37])[CH3:36])([CH3:34])[CH3:33].O. The catalyst is CN(C)C1C=CN=CC=1.N1C=CC=CC=1. The product is [Si:32]([O:39][C:40]1[CH:41]=[CH:42][C:43]([CH2:46][C:47]([NH:21][C:18]2[C:17]([C:22]3[C:31]4[C:26](=[CH:27][CH:28]=[CH:29][CH:30]=4)[CH:25]=[CH:24][CH:23]=3)=[N:16][C:15]([C:12]3[CH:13]=[CH:14][C:9]([O:8][Si:1]([C:4]([CH3:7])([CH3:5])[CH3:6])([CH3:3])[CH3:2])=[CH:10][CH:11]=3)=[CH:20][N:19]=2)=[O:48])=[CH:44][CH:45]=1)([C:35]([CH3:38])([CH3:37])[CH3:36])([CH3:34])[CH3:33]. The yield is 0.559.